This data is from Reaction yield outcomes from USPTO patents with 853,638 reactions. The task is: Predict the reaction yield, written as a fraction of the theoretical maximum amount of product (1.0 means a 100% yield; for example, 0.34 means a 34% yield). (1) The reactants are [OH:1][C@H:2]1[CH2:5][C@H:4]([C:6]2[N:10](C(OC(C)(C)C)=O)[C:9]3[CH:18]=[CH:19][CH:20]=[CH:21][C:8]=3[N:7]=2)[CH2:3]1. The catalyst is ClCCl.C(O)(C(F)(F)F)=O. The product is [NH:7]1[C:8]2[CH:21]=[CH:20][CH:19]=[CH:18][C:9]=2[N:10]=[C:6]1[C@H:4]1[CH2:3][C@H:2]([OH:1])[CH2:5]1. The yield is 0.540. (2) The reactants are [F:1][C:2]1[CH:3]=[C:4]([C:10]2[C:15]([C:16]3[CH:21]=[CH:20][C:19]([O:22][CH3:23])=[C:18]([F:24])[CH:17]=3)=[N:14][NH:13][C:12](=[O:25])[CH:11]=2)[CH:5]=[CH:6][C:7]=1[O:8][CH3:9].[CH2:26](I)[CH3:27]. No catalyst specified. The product is [F:1][C:2]1[CH:3]=[C:4]([C:10]2[C:15]([C:16]3[CH:21]=[CH:20][C:19]([O:22][CH3:23])=[C:18]([F:24])[CH:17]=3)=[N:14][N:13]([CH2:26][CH3:27])[C:12](=[O:25])[CH:11]=2)[CH:5]=[CH:6][C:7]=1[O:8][CH3:9]. The yield is 0.972. (3) The reactants are O=P12OP3(OP(OP(O3)(O1)=O)(=O)O2)=O.Cl.[CH2:16]([N:18](CC)[CH2:19][CH3:20])[CH3:17].[Cl:23][C:24]1[C:30]([Cl:31])=[CH:29][CH:28]=[CH:27][C:25]=1[NH2:26].N(CCO)CCO. No catalyst specified. The product is [Cl:23][C:24]1[C:30]([Cl:31])=[CH:29][CH:28]=[CH:27][C:25]=1[N:26]1[CH2:20][CH2:19][NH:18][CH2:16][CH2:17]1. The yield is 0.150. (4) The reactants are [C:1](Cl)(=[O:4])[CH:2]=[CH2:3].[CH3:6][NH:7][CH2:8][C:9]1[N:10]([CH3:18])[C:11]2[C:16]([CH:17]=1)=[CH:15][CH:14]=[CH:13][CH:12]=2.C(N(CC)CC)C. The catalyst is C(Cl)Cl. The product is [CH3:6][N:7]([CH2:8][C:9]1[N:10]([CH3:18])[C:11]2[C:16]([CH:17]=1)=[CH:15][CH:14]=[CH:13][CH:12]=2)[C:1](=[O:4])[CH:2]=[CH2:3]. The yield is 0.760.